The task is: Predict the reactants needed to synthesize the given product.. This data is from Full USPTO retrosynthesis dataset with 1.9M reactions from patents (1976-2016). Given the product [ClH:1].[CH3:3][C:8]1[C:9]2[NH:14][C:22]3[CH2:21][CH2:20][NH:19][CH2:24][C:23]=3[C:10]=2[CH:11]=[CH:12][CH:13]=1, predict the reactants needed to synthesize it. The reactants are: [ClH:1].C1(C)C=CC=C[C:3]=1[C:8]1[CH:13]=[CH:12][CH:11]=[CH:10][C:9]=1[NH:14]N.Cl.O.[NH:19]1[CH2:24][CH2:23][C:22](=O)[CH2:21][CH2:20]1.Cl.